Dataset: Full USPTO retrosynthesis dataset with 1.9M reactions from patents (1976-2016). Task: Predict the reactants needed to synthesize the given product. The reactants are: [CH2:1]([C:5]1=[CH:6][N:7]([C:24]([CH3:27])([CH3:26])[CH3:25])[S:8]/[C:9]/1=[N:10]\[C:11]([C@:13]1([CH3:23])[CH2:17][CH2:16][C@H:15]([C:18]([OH:20])=O)[C:14]1([CH3:22])[CH3:21])=[O:12])[CH2:2][CH2:3][CH3:4].Cl.[CH:29]1([NH2:32])[CH2:31][CH2:30]1. Given the product [CH2:1]([C:5]1=[CH:6][N:7]([C:24]([CH3:25])([CH3:26])[CH3:27])[S:8]/[C:9]/1=[N:10]\[C:11]([C@:13]1([CH3:23])[CH2:17][CH2:16][C@H:15]([C:18]([NH:32][CH:29]2[CH2:31][CH2:30]2)=[O:20])[C:14]1([CH3:22])[CH3:21])=[O:12])[CH2:2][CH2:3][CH3:4], predict the reactants needed to synthesize it.